Dataset: Catalyst prediction with 721,799 reactions and 888 catalyst types from USPTO. Task: Predict which catalyst facilitates the given reaction. Reactant: CS(O[CH2:6][CH2:7][CH2:8][C:9]1[C:17]2[C:12](=[CH:13][CH:14]=[CH:15][CH:16]=2)[NH:11][C:10]=1[C:18]([O:20][CH2:21][CH3:22])=[O:19])(=O)=O.[C:23]1([SH:33])[C:32]2[C:27](=[CH:28][CH:29]=[CH:30][CH:31]=2)[CH:26]=[CH:25][CH:24]=1.C(=O)([O-])[O-].[K+].[K+].O. Product: [C:23]1([S:33][CH2:6][CH2:7][CH2:8][C:9]2[C:17]3[C:12](=[CH:13][CH:14]=[CH:15][CH:16]=3)[NH:11][C:10]=2[C:18]([O:20][CH2:21][CH3:22])=[O:19])[C:32]2[C:27](=[CH:28][CH:29]=[CH:30][CH:31]=2)[CH:26]=[CH:25][CH:24]=1. The catalyst class is: 10.